This data is from Retrosynthesis with 50K atom-mapped reactions and 10 reaction types from USPTO. The task is: Predict the reactants needed to synthesize the given product. (1) Given the product CSc1nccc(-c2cc(N3CCOCC3)nnc2-c2cccc(C(F)(F)F)c2)n1, predict the reactants needed to synthesize it. The reactants are: C1COCCN1.CSc1nccc(-c2cc(OS(=O)(=O)C(F)(F)F)nnc2-c2cccc(C(F)(F)F)c2)n1. (2) Given the product CCOC(C(=O)NCc1ccc(C(=N)N)cc1Oc1ccc(N)cn1)c1ccc(OC)cc1F, predict the reactants needed to synthesize it. The reactants are: CCOC(C(=O)NCc1ccc(C(=N)N)cc1Oc1ccc([N+](=O)[O-])cn1)c1ccc(OC)cc1F. (3) The reactants are: O=C(c1ccc(Cl)cc1)c1cccnc1-n1ccnc1. Given the product OC(c1ccc(Cl)cc1)c1cccnc1-n1ccnc1, predict the reactants needed to synthesize it. (4) Given the product N#Cc1ccc(NCCCO)c([N+](=O)[O-])c1, predict the reactants needed to synthesize it. The reactants are: N#Cc1ccc(F)c([N+](=O)[O-])c1.NCCCO.